This data is from NCI-60 drug combinations with 297,098 pairs across 59 cell lines. The task is: Regression. Given two drug SMILES strings and cell line genomic features, predict the synergy score measuring deviation from expected non-interaction effect. (1) Drug 1: C1CN(P(=O)(OC1)NCCCl)CCCl. Drug 2: COCCOC1=C(C=C2C(=C1)C(=NC=N2)NC3=CC=CC(=C3)C#C)OCCOC.Cl. Cell line: CAKI-1. Synergy scores: CSS=15.5, Synergy_ZIP=-0.699, Synergy_Bliss=1.37, Synergy_Loewe=-10.8, Synergy_HSA=0.113. (2) Drug 1: CCC1(CC2CC(C3=C(CCN(C2)C1)C4=CC=CC=C4N3)(C5=C(C=C6C(=C5)C78CCN9C7C(C=CC9)(C(C(C8N6C)(C(=O)OC)O)OC(=O)C)CC)OC)C(=O)OC)O.OS(=O)(=O)O. Drug 2: CC1=C(C(=O)C2=C(C1=O)N3CC4C(C3(C2COC(=O)N)OC)N4)N. Cell line: A549. Synergy scores: CSS=39.7, Synergy_ZIP=2.20, Synergy_Bliss=0.0911, Synergy_Loewe=-6.49, Synergy_HSA=-1.18. (3) Drug 1: C1CN1P(=S)(N2CC2)N3CC3. Drug 2: C1CN(P(=O)(OC1)NCCCl)CCCl. Cell line: A498. Synergy scores: CSS=4.94, Synergy_ZIP=-2.81, Synergy_Bliss=-1.57, Synergy_Loewe=-2.70, Synergy_HSA=-0.510. (4) Drug 1: C1CN1P(=S)(N2CC2)N3CC3. Drug 2: CC(C)NC(=O)C1=CC=C(C=C1)CNNC.Cl. Cell line: HOP-92. Synergy scores: CSS=15.8, Synergy_ZIP=1.95, Synergy_Bliss=1.95, Synergy_Loewe=0.00886, Synergy_HSA=3.67. (5) Drug 1: CN(C)N=NC1=C(NC=N1)C(=O)N. Drug 2: CCCCCOC(=O)NC1=NC(=O)N(C=C1F)C2C(C(C(O2)C)O)O. Cell line: DU-145. Synergy scores: CSS=10.8, Synergy_ZIP=-1.16, Synergy_Bliss=1.51, Synergy_Loewe=-0.694, Synergy_HSA=-0.392. (6) Drug 1: C1=NC2=C(N1)C(=S)N=C(N2)N. Drug 2: C1=CC=C(C(=C1)C(C2=CC=C(C=C2)Cl)C(Cl)Cl)Cl. Cell line: CAKI-1. Synergy scores: CSS=48.5, Synergy_ZIP=2.68, Synergy_Bliss=4.10, Synergy_Loewe=-23.9, Synergy_HSA=4.20. (7) Drug 1: C1=CC(=CC=C1C#N)C(C2=CC=C(C=C2)C#N)N3C=NC=N3. Drug 2: CC1=C(C(=CC=C1)Cl)NC(=O)C2=CN=C(S2)NC3=CC(=NC(=N3)C)N4CCN(CC4)CCO. Cell line: SNB-19. Synergy scores: CSS=-5.52, Synergy_ZIP=2.70, Synergy_Bliss=2.02, Synergy_Loewe=-7.36, Synergy_HSA=-6.80.